This data is from Full USPTO retrosynthesis dataset with 1.9M reactions from patents (1976-2016). The task is: Predict the reactants needed to synthesize the given product. (1) Given the product [I:23][C:24]1[CH:29]=[CH:28][CH:27]=[CH:26][C:25]=1[S:30]([C:1]1[CH:2]=[CH:3][CH:4]=[C:5]2[C:6]=1[NH:7][C:8]1[C:9]2=[CH:10][CH:11]=[C:12]2[C:20]=1[NH:19][C:18]1[C:13]2=[CH:14][CH:15]=[CH:16][CH:17]=1)(=[O:32])=[O:31], predict the reactants needed to synthesize it. The reactants are: [CH:1]1[C:6]2[NH:7][C:8]3[C:9](=[CH:10][CH:11]=[C:12]4[C:20]=3[NH:19][C:18]3[C:13]4=[CH:14][CH:15]=[CH:16][CH:17]=3)[C:5]=2[CH:4]=[CH:3][CH:2]=1.[H-].[Na+].[I:23][C:24]1[CH:29]=[CH:28][CH:27]=[CH:26][C:25]=1[S:30](Cl)(=[O:32])=[O:31]. (2) Given the product [CH2:52]([N:51]([CH2:50][C:49]1[N:44]2[CH:45]=[CH:46][CH:47]=[CH:48][C:43]2=[N:42][C:41]=1[CH2:40][N:29]([CH3:28])[C@@H:30]1[C:39]2[N:38]=[CH:37][CH:36]=[CH:35][C:34]=2[CH2:33][CH2:32][CH2:31]1)[CH2:56][CH3:55])[CH3:53], predict the reactants needed to synthesize it. The reactants are: N1C(CN(C)[C@@H]2C3N=CC=CC=3CCC2)=CN2C=CC=CC=12.C(NCC)C.[CH3:28][N:29]([CH2:40][C:41]1[N:42]=[C:43]2[CH:48]=[CH:47][CH:46]=[CH:45][N:44]2[C:49]=1[CH2:50][N:51]1[CH2:56][CH2:55]O[CH2:53][CH2:52]1)[C@@H:30]1[C:39]2[N:38]=[CH:37][CH:36]=[CH:35][C:34]=2[CH2:33][CH2:32][CH2:31]1.